This data is from Catalyst prediction with 721,799 reactions and 888 catalyst types from USPTO. The task is: Predict which catalyst facilitates the given reaction. (1) Reactant: [S:1]1[CH:5]=[CH:4][CH:3]=[C:2]1[C:6]1[CH:11]=[CH:10][N:9]=[C:8]([SH:12])[N:7]=1.[F:13][C:14]([F:31])([F:30])[CH:15]1[CH2:17][N:16]1[S:18]([C:21]1[C:26]([CH3:27])=[CH:25][C:24]([CH3:28])=[CH:23][C:22]=1[CH3:29])(=[O:20])=[O:19]. Product: [CH3:29][C:22]1[CH:23]=[C:24]([CH3:28])[CH:25]=[C:26]([CH3:27])[C:21]=1[S:18]([NH:16][CH:15]([CH2:17][S:12][C:8]1[N:7]=[C:6]([C:2]2[S:1][CH:5]=[CH:4][CH:3]=2)[CH:11]=[CH:10][N:9]=1)[C:14]([F:31])([F:13])[F:30])(=[O:19])=[O:20]. The catalyst class is: 5. (2) Reactant: [NH:1]1[C:9]2[C:4](=[CH:5][CH:6]=[CH:7][CH:8]=2)[C:3](/[CH:10]=[C:11]2\[O:12][C:13]3[C:20]([CH2:21][CH2:22][CH2:23][CH2:24][N:25]4[CH2:30][CH2:29][N:28](C(OC(C)(C)C)=O)[CH2:27][CH2:26]4)=[C:19]([O:38][CH3:39])[CH:18]=[CH:17][C:14]=3[C:15]\2=[O:16])=[N:2]1.Cl. The catalyst class is: 135. Product: [NH:1]1[C:9]2[C:4](=[CH:5][CH:6]=[CH:7][CH:8]=2)[C:3](/[CH:10]=[C:11]2\[O:12][C:13]3[C:20]([CH2:21][CH2:22][CH2:23][CH2:24][N:25]4[CH2:26][CH2:27][NH:28][CH2:29][CH2:30]4)=[C:19]([O:38][CH3:39])[CH:18]=[CH:17][C:14]=3[C:15]\2=[O:16])=[N:2]1.